From a dataset of Reaction yield outcomes from USPTO patents with 853,638 reactions. Predict the reaction yield, written as a fraction of the theoretical maximum amount of product (1.0 means a 100% yield; for example, 0.34 means a 34% yield). (1) The reactants are [OH:1][C:2]1[C:6](=[O:7])[N:5]([CH:8]([CH3:10])[CH3:9])[CH2:4][C:3]=1[C:11]([OH:13])=O.[F:14][C:15]1[CH:20]=[CH:19][C:18]([CH2:21][C:22]([NH:24][NH2:25])=[O:23])=[CH:17][CH:16]=1.ON1C2C=CC=C[C:30]=2N=N1.C(N=C=NCCCN(C)C)C. The catalyst is O.C1COCC1. The product is [F:14][C:15]1[CH:16]=[CH:17][C:18]([CH2:21][C:22]([NH:24][NH:25][C:11]([C:3]2[CH2:4][N:5]([CH:8]([CH3:9])[CH3:10])[C:6](=[O:7])[C:2]=2[O:1][CH3:30])=[O:13])=[O:23])=[CH:19][CH:20]=1. The yield is 0.840. (2) The product is [CH:13]1[CH:12]=[CH:11][CH:10]=[C:9]2[C:14]=1[CH:15]=[C:7]1[CH2:6][CH2:5][CH:4]([NH2:1])[CH2:16][N:8]12. The yield is 0.810. The catalyst is CO.[Pd]. The reactants are [N:1]([CH:4]1[CH2:16][N:8]2[C:9]3[C:14]([CH:15]=[C:7]2[CH2:6][CH2:5]1)=[CH:13][CH:12]=[CH:11][CH:10]=3)=[N+]=[N-]. (3) The reactants are C([N:8]1[CH2:13][CH2:12][N:11]([C:14]2[CH:19]=[CH:18][C:17]([CH2:20][OH:21])=[CH:16][CH:15]=2)[CH2:10][CH2:9]1)C1C=CC=CC=1. The catalyst is CCO.[Pd]. The product is [N:11]1([C:14]2[CH:15]=[CH:16][C:17]([CH2:20][OH:21])=[CH:18][CH:19]=2)[CH2:12][CH2:13][NH:8][CH2:9][CH2:10]1. The yield is 1.00. (4) The reactants are [O:1]1[CH:5]=[CH:4][CH:3]=[C:2]1[C:6]1[C:7]2[NH:15][N:14]=[N:13][C:8]=2[N:9]=[C:10]([NH2:12])[N:11]=1.Br[CH2:17][C:18]([O:20][CH2:21][CH3:22])=[O:19]. The catalyst is CN(C=O)C.CN(C1C=CN=CC=1)C. The product is [NH2:12][C:10]1[N:11]=[C:6]([C:2]2[O:1][CH:5]=[CH:4][CH:3]=2)[C:7]2[N:15]=[N:14][N:13]([CH2:17][C:18]([O:20][CH2:21][CH3:22])=[O:19])[C:8]=2[N:9]=1. The yield is 0.350. (5) The reactants are [H-].[Al+3].[Li+].[H-].[H-].[H-].O.C(OCC)(=O)C.[OH:14][C@H:15]([CH2:30][CH2:31][CH2:32][CH2:33][CH2:34][CH3:35])[CH2:16]/[CH:17]=[CH:18]\[CH2:19][CH2:20][CH2:21][CH2:22][CH2:23][CH2:24][CH2:25][C:26](OC)=[O:27]. The catalyst is O1CCCC1. The product is [CH2:26]([OH:27])[CH2:25][CH2:24][CH2:23][CH2:22][CH2:21][CH2:20][CH2:19]/[CH:18]=[CH:17]\[CH2:16][C@H:15]([OH:14])[CH2:30][CH2:31][CH2:32][CH2:33][CH2:34][CH3:35]. The yield is 0.620. (6) The reactants are [CH3:1][O:2][C:3]1[C:8]([C:9]([OH:11])=O)=[CH:7][N:6]=[C:5]([O:12][CH3:13])[CH:4]=1.CCN(C(C)C)C(C)C.CN([C:26]([O:30][N:31]1N=NC2C=CC=N[C:32]1=2)=[N+](C)C)C.F[P-](F)(F)(F)(F)F.Cl.CONC. The catalyst is C(Cl)Cl. The product is [CH3:1][O:2][C:3]1[C:8]([C:9]([N:31]([O:30][CH3:26])[CH3:32])=[O:11])=[CH:7][N:6]=[C:5]([O:12][CH3:13])[CH:4]=1. The yield is 0.920. (7) The reactants are I[C:2]1[C:7](=[O:8])[N:6]([CH3:9])[CH:5]=[C:4]([C:10]2[CH:15]=[CH:14][N:13]=[C:12]([O:16][CH2:17][CH:18]3[CH2:23][CH2:22][O:21][CH2:20][CH2:19]3)[CH:11]=2)[C:3]=1[O:24]C.[CH3:26][CH:27]([N:30]1[CH2:35][CH2:34][N:33]([S:36]([CH3:39])(=[O:38])=[O:37])[CH2:32][CH2:31]1)[C:28]#[CH:29]. The catalyst is CN(C=O)C.[Cu]I.Cl[Pd](Cl)([P](C1C=CC=CC=1)(C1C=CC=CC=1)C1C=CC=CC=1)[P](C1C=CC=CC=1)(C1C=CC=CC=1)C1C=CC=CC=1. The product is [CH3:9][N:6]1[CH:5]=[C:4]([C:10]2[CH:15]=[CH:14][N:13]=[C:12]([O:16][CH2:17][CH:18]3[CH2:23][CH2:22][O:21][CH2:20][CH2:19]3)[CH:11]=2)[C:3]2[O:24][C:28]([CH:27]([N:30]3[CH2:35][CH2:34][N:33]([S:36]([CH3:39])(=[O:38])=[O:37])[CH2:32][CH2:31]3)[CH3:26])=[CH:29][C:2]=2[C:7]1=[O:8]. The yield is 0.100. (8) The reactants are C[O:2][C:3](=O)[CH2:4][CH2:5][CH2:6][CH2:7][CH:8]=[C:9]1[CH2:13][CH2:12][CH2:11][CH2:10]1.CC(C[AlH]CC(C)C)C. The catalyst is C1(C)C=CC=CC=1. The product is [C:9]1(=[CH:8][CH2:7][CH2:6][CH2:5][CH2:4][CH2:3][OH:2])[CH2:13][CH2:12][CH2:11][CH2:10]1. The yield is 0.980. (9) The reactants are [Cl:1][C:2]1[C:7]2[CH:8]=[C:9]([CH2:11][O:12][C:13]3[CH:14]=[C:15]4[C:19](=[CH:20][CH:21]=3)[N:18]([CH2:22][C:23]3([NH:31]C(=O)OC(C)(C)C)[CH2:28][O:27]C(C)(C)[O:25][CH2:24]3)[CH2:17][CH2:16]4)[O:10][C:6]=2[CH:5]=[C:4]([Cl:39])[CH:3]=1.CC1(C)OCC(NC(=O)OC(C)(C)C)(CNC2C=CC(CCCCCCCC)=CC=2)CO1. No catalyst specified. The product is [NH2:31][C:23]([CH2:22][N:18]1[C:19]2[C:15](=[CH:14][C:13]([O:12][CH2:11][C:9]3[O:10][C:6]4[CH:5]=[C:4]([Cl:39])[CH:3]=[C:2]([Cl:1])[C:7]=4[CH:8]=3)=[CH:21][CH:20]=2)[CH2:16][CH2:17]1)([CH2:24][OH:25])[CH2:28][OH:27]. The yield is 0.370.